Dataset: NCI-60 drug combinations with 297,098 pairs across 59 cell lines. Task: Regression. Given two drug SMILES strings and cell line genomic features, predict the synergy score measuring deviation from expected non-interaction effect. (1) Drug 1: C1=C(C(=O)NC(=O)N1)F. Drug 2: COC1=C2C(=CC3=C1OC=C3)C=CC(=O)O2. Cell line: NCI-H322M. Synergy scores: CSS=35.7, Synergy_ZIP=5.06, Synergy_Bliss=5.99, Synergy_Loewe=4.72, Synergy_HSA=6.83. (2) Synergy scores: CSS=-1.54, Synergy_ZIP=0.637, Synergy_Bliss=-1.49, Synergy_Loewe=-2.43, Synergy_HSA=-2.54. Drug 1: C1=NC2=C(N=C(N=C2N1C3C(C(C(O3)CO)O)O)F)N. Drug 2: CC1=C2C(C(=O)C3(C(CC4C(C3C(C(C2(C)C)(CC1OC(=O)C(C(C5=CC=CC=C5)NC(=O)OC(C)(C)C)O)O)OC(=O)C6=CC=CC=C6)(CO4)OC(=O)C)O)C)O. Cell line: SR. (3) Drug 1: CC1=C2C(C(=O)C3(C(CC4C(C3C(C(C2(C)C)(CC1OC(=O)C(C(C5=CC=CC=C5)NC(=O)OC(C)(C)C)O)O)OC(=O)C6=CC=CC=C6)(CO4)OC(=O)C)O)C)O. Drug 2: C(CC(=O)O)C(=O)CN.Cl. Cell line: RXF 393. Synergy scores: CSS=22.3, Synergy_ZIP=-7.82, Synergy_Bliss=-4.68, Synergy_Loewe=-45.3, Synergy_HSA=-3.15.